This data is from Full USPTO retrosynthesis dataset with 1.9M reactions from patents (1976-2016). The task is: Predict the reactants needed to synthesize the given product. (1) Given the product [ClH:16].[NH:8]1[C@H:12]([C:13]([OH:15])=[O:14])[CH2:11][CH:10]=[N:9]1, predict the reactants needed to synthesize it. The reactants are: CC(OC([N:8]1[C@H:12]([C:13]([OH:15])=[O:14])[CH2:11][CH:10]=[N:9]1)=O)(C)C.[ClH:16].CCOCC. (2) Given the product [CH2:11]([C:6]1[C:5]([OH:4])=[CH:10][CH:9]=[CH:8][N:7]=1)[CH3:12], predict the reactants needed to synthesize it. The reactants are: C([O:4][C:5]1[C:6]([CH2:11][CH3:12])=[N:7][CH:8]=[CH:9][CH:10]=1)(=O)C.[Li+].[OH-].